Dataset: Peptide-MHC class I binding affinity with 185,985 pairs from IEDB/IMGT. Task: Regression. Given a peptide amino acid sequence and an MHC pseudo amino acid sequence, predict their binding affinity value. This is MHC class I binding data. (1) The peptide sequence is KELLNSIGF. The MHC is H-2-Kk with pseudo-sequence H-2-Kk. The binding affinity (normalized) is 0.0678. (2) The peptide sequence is DTSEVHWNYK. The MHC is HLA-A68:01 with pseudo-sequence HLA-A68:01. The binding affinity (normalized) is 0.824. (3) The MHC is HLA-A11:01 with pseudo-sequence HLA-A11:01. The binding affinity (normalized) is 0.673. The peptide sequence is NARMATMLEY. (4) The peptide sequence is FLPSDYFKSV. The MHC is HLA-A02:07 with pseudo-sequence HLA-A02:07. The binding affinity (normalized) is 0.582. (5) The peptide sequence is SPYYIRKESY. The MHC is HLA-B07:02 with pseudo-sequence HLA-B07:02. The binding affinity (normalized) is 0.614. (6) The binding affinity (normalized) is 0.149. The MHC is HLA-A33:01 with pseudo-sequence HLA-A33:01. The peptide sequence is AFLESQSMNK.